This data is from Reaction yield outcomes from USPTO patents with 853,638 reactions. The task is: Predict the reaction yield, written as a fraction of the theoretical maximum amount of product (1.0 means a 100% yield; for example, 0.34 means a 34% yield). The reactants are [CH3:1][C:2]1[C:14]([CH2:15][C:16]([O:18][CH3:19])=[O:17])=[C:13]([C:20]2[CH:25]=[CH:24][C:23]([CH3:26])=[CH:22][CH:21]=2)[C:12]2[C:11]3[CH2:10][CH2:9][O:8][CH2:7][C:6]=3[S:5][C:4]=2[N:3]=1.[Li+].C[Si]([N-][Si](C)(C)C)(C)C.[CH2:37]1[CH2:41]OC[CH2:38]1.ICCC. The catalyst is CN(C=O)C. The product is [CH3:1][C:2]1[C:14]([CH:15]([CH2:38][CH2:37][CH3:41])[C:16]([O:18][CH3:19])=[O:17])=[C:13]([C:20]2[CH:21]=[CH:22][C:23]([CH3:26])=[CH:24][CH:25]=2)[C:12]2[C:11]3[CH2:10][CH2:9][O:8][CH2:7][C:6]=3[S:5][C:4]=2[N:3]=1. The yield is 0.300.